This data is from NCI-60 drug combinations with 297,098 pairs across 59 cell lines. The task is: Regression. Given two drug SMILES strings and cell line genomic features, predict the synergy score measuring deviation from expected non-interaction effect. (1) Drug 1: C1=NC(=NC(=O)N1C2C(C(C(O2)CO)O)O)N. Drug 2: CC1CCC2CC(C(=CC=CC=CC(CC(C(=O)C(C(C(=CC(C(=O)CC(OC(=O)C3CCCCN3C(=O)C(=O)C1(O2)O)C(C)CC4CCC(C(C4)OC)OCCO)C)C)O)OC)C)C)C)OC. Cell line: OVCAR3. Synergy scores: CSS=13.6, Synergy_ZIP=-8.66, Synergy_Bliss=-8.55, Synergy_Loewe=-6.19, Synergy_HSA=-6.14. (2) Drug 1: CN(C)N=NC1=C(NC=N1)C(=O)N. Drug 2: C1CCC(C(C1)N)N.C(=O)(C(=O)[O-])[O-].[Pt+4]. Cell line: RXF 393. Synergy scores: CSS=3.57, Synergy_ZIP=-3.77, Synergy_Bliss=-7.87, Synergy_Loewe=-36.9, Synergy_HSA=-7.16. (3) Drug 1: COC1=C(C=C2C(=C1)N=CN=C2NC3=CC(=C(C=C3)F)Cl)OCCCN4CCOCC4. Drug 2: C(CN)CNCCSP(=O)(O)O. Cell line: RXF 393. Synergy scores: CSS=5.64, Synergy_ZIP=-3.79, Synergy_Bliss=-4.27, Synergy_Loewe=-43.4, Synergy_HSA=-4.83. (4) Drug 2: CCC1(CC2CC(C3=C(CCN(C2)C1)C4=CC=CC=C4N3)(C5=C(C=C6C(=C5)C78CCN9C7C(C=CC9)(C(C(C8N6C=O)(C(=O)OC)O)OC(=O)C)CC)OC)C(=O)OC)O.OS(=O)(=O)O. Drug 1: C1=CC(=CC=C1CC(C(=O)O)N)N(CCCl)CCCl.Cl. Synergy scores: CSS=16.6, Synergy_ZIP=-5.84, Synergy_Bliss=0.785, Synergy_Loewe=1.47, Synergy_HSA=1.55. Cell line: SF-295. (5) Drug 1: CC1=C2C(C(=O)C3(C(CC4C(C3C(C(C2(C)C)(CC1OC(=O)C(C(C5=CC=CC=C5)NC(=O)C6=CC=CC=C6)O)O)OC(=O)C7=CC=CC=C7)(CO4)OC(=O)C)O)C)OC(=O)C. Drug 2: CN1C2=C(C=C(C=C2)N(CCCl)CCCl)N=C1CCCC(=O)O.Cl. Cell line: NCI-H522. Synergy scores: CSS=25.5, Synergy_ZIP=-3.42, Synergy_Bliss=3.58, Synergy_Loewe=-12.8, Synergy_HSA=2.71. (6) Drug 1: C1CCN(CC1)CCOC2=CC=C(C=C2)C(=O)C3=C(SC4=C3C=CC(=C4)O)C5=CC=C(C=C5)O. Drug 2: CC1=C(C=C(C=C1)C(=O)NC2=CC(=CC(=C2)C(F)(F)F)N3C=C(N=C3)C)NC4=NC=CC(=N4)C5=CN=CC=C5. Cell line: CAKI-1. Synergy scores: CSS=18.3, Synergy_ZIP=-1.26, Synergy_Bliss=-4.54, Synergy_Loewe=-10.4, Synergy_HSA=-2.29.